This data is from Full USPTO retrosynthesis dataset with 1.9M reactions from patents (1976-2016). The task is: Predict the reactants needed to synthesize the given product. Given the product [Br:1][C:2]1[CH:7]=[CH:6][C:5]([CH:8]([N:10]2[CH2:11][CH2:12][CH:13]([NH:16][C:30](=[O:31])[CH2:29][CH2:28][C:26]3[O:25][N:24]=[C:23]([C:18]4[CH:19]=[CH:20][CH:21]=[CH:22][N:17]=4)[N:27]=3)[CH2:14][CH2:15]2)[CH3:9])=[CH:4][CH:3]=1, predict the reactants needed to synthesize it. The reactants are: [Br:1][C:2]1[CH:7]=[CH:6][C:5]([C@H:8]([N:10]2[CH2:15][CH2:14][CH:13]([NH2:16])[CH2:12][CH2:11]2)[CH3:9])=[CH:4][CH:3]=1.[N:17]1[CH:22]=[CH:21][CH:20]=[CH:19][C:18]=1[C:23]1[N:27]=[C:26]([CH2:28][CH2:29][C:30](O)=[O:31])[O:25][N:24]=1.ON1C2C=CC=CC=2N=N1.Cl.N=C=N.